This data is from NCI-60 drug combinations with 297,098 pairs across 59 cell lines. The task is: Regression. Given two drug SMILES strings and cell line genomic features, predict the synergy score measuring deviation from expected non-interaction effect. (1) Drug 1: CC12CCC(CC1=CCC3C2CCC4(C3CC=C4C5=CN=CC=C5)C)O. Drug 2: C1=CC(=CC=C1C#N)C(C2=CC=C(C=C2)C#N)N3C=NC=N3. Cell line: NCI-H226. Synergy scores: CSS=0.441, Synergy_ZIP=-1.14, Synergy_Bliss=0.573, Synergy_Loewe=-1.07, Synergy_HSA=-0.438. (2) Drug 1: CC12CCC3C(C1CCC2O)C(CC4=C3C=CC(=C4)O)CCCCCCCCCS(=O)CCCC(C(F)(F)F)(F)F. Drug 2: CNC(=O)C1=NC=CC(=C1)OC2=CC=C(C=C2)NC(=O)NC3=CC(=C(C=C3)Cl)C(F)(F)F. Cell line: SK-MEL-28. Synergy scores: CSS=-3.02, Synergy_ZIP=0.304, Synergy_Bliss=1.43, Synergy_Loewe=-1.29, Synergy_HSA=-1.28. (3) Drug 1: COC1=NC(=NC2=C1N=CN2C3C(C(C(O3)CO)O)O)N. Drug 2: CC1CCC2CC(C(=CC=CC=CC(CC(C(=O)C(C(C(=CC(C(=O)CC(OC(=O)C3CCCCN3C(=O)C(=O)C1(O2)O)C(C)CC4CCC(C(C4)OC)O)C)C)O)OC)C)C)C)OC. Cell line: LOX IMVI. Synergy scores: CSS=-1.51, Synergy_ZIP=0.419, Synergy_Bliss=-2.56, Synergy_Loewe=-3.77, Synergy_HSA=-4.72.